Dataset: Catalyst prediction with 721,799 reactions and 888 catalyst types from USPTO. Task: Predict which catalyst facilitates the given reaction. (1) Reactant: C([O:5][C:6](=[O:45])[CH:7]([NH:21][C:22]1[C:27]([NH:28][CH2:29][S:30]([C:33]2[CH:38]=[CH:37][C:36]([F:39])=[CH:35][CH:34]=2)(=[O:32])=[O:31])=[CH:26][N:25]=[C:24]([N:40]([CH2:43][CH3:44])[CH2:41][CH3:42])[N:23]=1)[CH2:8][C:9]1[CH:14]=[CH:13][C:12]([O:15][C:16](=[O:20])[N:17]([CH3:19])[CH3:18])=[CH:11][CH:10]=1)(C)(C)C.[ClH:46]. Product: [ClH:46].[CH2:43]([N:40]([CH2:41][CH3:42])[C:24]1[N:23]=[C:22]([NH:21][CH:7]([CH2:8][C:9]2[CH:14]=[CH:13][C:12]([O:15][C:16](=[O:20])[N:17]([CH3:18])[CH3:19])=[CH:11][CH:10]=2)[C:6]([OH:45])=[O:5])[C:27]([NH:28][CH2:29][S:30]([C:33]2[CH:38]=[CH:37][C:36]([F:39])=[CH:35][CH:34]=2)(=[O:31])=[O:32])=[CH:26][N:25]=1)[CH3:44]. The catalyst class is: 106. (2) Reactant: [Cl:1][C:2]1[CH:11]=[C:10]2[C:5]([C:6]([N:12]3[CH2:17][CH2:16][N:15]([C:18]([NH:20][CH:21]4[CH2:27][CH2:26][CH2:25][CH2:24][CH:23]([OH:28])[CH2:22]4)=[O:19])[CH2:14][CH2:13]3)=[CH:7][CH:8]=[N:9]2)=[CH:4][CH:3]=1.[H-].[Na+].Cl[C:32]1[N:37]=[CH:36][CH:35]=[CH:34][N:33]=1. Product: [Cl:1][C:2]1[CH:11]=[C:10]2[C:5]([C:6]([N:12]3[CH2:17][CH2:16][N:15]([C:18]([NH:20][CH:21]4[CH2:27][CH2:26][CH2:25][CH2:24][CH:23]([O:28][C:32]5[N:37]=[CH:36][CH:35]=[CH:34][N:33]=5)[CH2:22]4)=[O:19])[CH2:14][CH2:13]3)=[CH:7][CH:8]=[N:9]2)=[CH:4][CH:3]=1. The catalyst class is: 61. (3) Reactant: Br[C:2]1[CH:7]=[CH:6][C:5]([C:8]2[CH2:13][CH2:12][N:11]([C:14]([O:16][C:17]([CH3:20])([CH3:19])[CH3:18])=[O:15])[CH2:10][CH:9]=2)=[C:4]([F:21])[CH:3]=1.[CH3:22][C:23]1([CH3:39])[C:27]([CH3:29])([CH3:28])[O:26][B:25]([B:25]2[O:26][C:27]([CH3:29])([CH3:28])[C:23]([CH3:39])([CH3:22])[O:24]2)[O:24]1.C([O-])(=O)C.[K+]. Product: [F:21][C:4]1[CH:3]=[C:2]([B:25]2[O:26][C:27]([CH3:29])([CH3:28])[C:23]([CH3:39])([CH3:22])[O:24]2)[CH:7]=[CH:6][C:5]=1[C:8]1[CH2:13][CH2:12][N:11]([C:14]([O:16][C:17]([CH3:20])([CH3:19])[CH3:18])=[O:15])[CH2:10][CH:9]=1. The catalyst class is: 75. (4) Reactant: [F:1][C:2]1[CH:3]=[C:4]([OH:9])[CH:5]=[C:6]([F:8])[CH:7]=1.C(=O)([O-])[O-].[K+].[K+].Br[CH2:17][CH:18]1[CH2:20][CH2:19]1. Product: [CH:18]1([CH2:17][O:9][C:4]2[CH:3]=[C:2]([F:1])[CH:7]=[C:6]([F:8])[CH:5]=2)[CH2:20][CH2:19]1. The catalyst class is: 31. (5) Reactant: [CH3:1][O:2][C:3]1[CH:8]=[CH:7][C:6]([S:9]([N:12]2[C:20]3[CH:19]=[CH:18][CH:17]=[C:16]([C:21]#[N:22])[C:15]=3[CH:14]=[CH:13]2)(=[O:11])=[O:10])=[CH:5][C:4]=1[N:23]1[CH2:28][CH2:27][NH:26][CH2:25][CH2:24]1.[C:29]([BH3-])#N.[Na+].C=O. Product: [CH3:1][O:2][C:3]1[CH:8]=[CH:7][C:6]([S:9]([N:12]2[C:20]3[CH:19]=[CH:18][CH:17]=[C:16]([C:21]#[N:22])[C:15]=3[CH:14]=[CH:13]2)(=[O:10])=[O:11])=[CH:5][C:4]=1[N:23]1[CH2:28][CH2:27][N:26]([CH3:29])[CH2:25][CH2:24]1. The catalyst class is: 5. (6) Reactant: [Br:1][C:2]1[C:10]2[O:9]C[O:7][C:6]=2[C:5]([O:11][CH3:12])=[CH:4][CH:3]=1.C[Si](I)(C)C. Product: [Br:1][C:2]1[CH:3]=[CH:4][C:5]([O:11][CH3:12])=[C:6]([OH:7])[C:10]=1[OH:9]. The catalyst class is: 10. (7) Reactant: Cl[C:2]1[S:3][CH:4]=[CH:5][N:6]=1.[CH2:7]([Li])[CH2:8][CH2:9][CH3:10].Cl[C:13](OC)=O.ClC1S[C:20]([C:23]([O-])=O)=[CH:21]N=1.[NH2:26][C:27]1[CH:32]=CC=C[CH:28]=1.O1C[CH2:36][CH2:35][CH2:34]1. Product: [CH3:10][C:9]1[CH:32]=[C:27]([NH:26][C:2]2[S:3][C:4]([C:21]3[CH:20]=[CH:23][CH:36]=[CH:35][CH:34]=3)=[CH:5][N:6]=2)[CH:28]=[C:7]([CH3:13])[CH:8]=1. The catalyst class is: 13.